This data is from Catalyst prediction with 721,799 reactions and 888 catalyst types from USPTO. The task is: Predict which catalyst facilitates the given reaction. (1) Reactant: [Br:1]N1C(=O)CCC1=O.[CH2:9]([C:11]1[CH:16]=[CH:15][CH:14]=[CH:13][C:12]=1[OH:17])[CH3:10].C(N(C(C)C)CC)(C)C.Cl. Product: [Br:1][C:13]1[CH:14]=[CH:15][CH:16]=[C:11]([CH2:9][CH3:10])[C:12]=1[OH:17]. The catalyst class is: 2. (2) Reactant: [Cl-].C(C[P+](C)(C)C)#N.C[Si]([N-][Si](C)(C)C)(C)C.[K+].[CH2:19](O)[C:20]1[CH:25]=[CH:24][CH:23]=[CH:22][CH:21]=1.[O:27]=[S:28]1(=[O:56])[CH2:33][CH2:32][N:31]([C:34]([C:36]2[NH:37][C:38]3[C:43]([CH:44]=2)=[CH:42][C:41]([C:45]([N:47]2[CH2:52][CH2:51][N:50]([CH:53]([CH3:55])[CH3:54])[CH2:49][CH2:48]2)=[O:46])=[CH:40][CH:39]=3)=[O:35])[CH2:30][CH2:29]1. Product: [CH2:19]([N:37]1[C:38]2[C:43](=[CH:42][C:41]([C:45]([N:47]3[CH2:48][CH2:49][N:50]([CH:53]([CH3:54])[CH3:55])[CH2:51][CH2:52]3)=[O:46])=[CH:40][CH:39]=2)[CH:44]=[C:36]1[C:34]([N:31]1[CH2:32][CH2:33][S:28](=[O:27])(=[O:56])[CH2:29][CH2:30]1)=[O:35])[C:20]1[CH:25]=[CH:24][CH:23]=[CH:22][CH:21]=1. The catalyst class is: 11. (3) Reactant: [F:1][C:2]1[CH:3]=[C:4]([O:9][CH3:10])[CH:5]=[C:6]([F:8])[CH:7]=1.[N+:11]([O-])([OH:13])=[O:12].O.C(OCC)(=O)C. Product: [F:1][C:2]1[CH:7]=[C:6]([F:8])[CH:5]=[C:4]([O:9][CH3:10])[C:3]=1[N+:11]([O-:13])=[O:12]. The catalyst class is: 4.